Dataset: Experimentally validated miRNA-target interactions with 360,000+ pairs, plus equal number of negative samples. Task: Binary Classification. Given a miRNA mature sequence and a target amino acid sequence, predict their likelihood of interaction. (1) The miRNA is hsa-miR-4783-5p with sequence GGCGCGCCCAGCUCCCGGGCU. The protein sequence of the target gene is MELLSPPLRDVDLTAPDGSLCSFATTDDFYDDPCFDSPDLRFFEDLDPRLMHVGALLKPEEHSHFPAAVHPAPGAREDEHVRAPSGHHQAGRCLLWACKACKRKTTNADRRKAATMRERRRLSKVNEAFETLKRCTSSNPNQRLPKVEILRNAIRYIEGLQALLRDQDAAPPGAAAAFYAPGPLPPGRGGEHYSGDSDASSPRSNCSDGMMDYSGPPSGARRRNCYEGAYYNEAPSEPRPGKSAAVSSLDCLSSIVERISTESPAAPALLLADVPSESPPRRQEAAAPSEGESSGDPTQS.... Result: 0 (no interaction). (2) The miRNA is hsa-miR-3065-5p with sequence UCAACAAAAUCACUGAUGCUGGA. The protein sequence of the target gene is MEAVELARKLQEEATCSICLDYFTDPVMTTCGHNFCRACIQLSWEKARGKKGRRKRKGSFPCPECREMSPQRNLLPNRLLTKVAEMAQQHPGLQKQDLCQEHHEPLKLFCQKDQSPICVVCRESREHRLHRVLPAEEAVQGYKLKLEEDMEYLREQITRTGNLQAREEQSLAEWQGKVKERRERIVLEFEKMNLYLVEEEQRLLQALETEEEETASRLRESVACLDRQGHSLELLLLQLEERSTQGPLQMLQDMKEPLSRKNNVSVQCPEVAPPTRPRTVCRVPGQIEVLRGFLEDVVPD.... Result: 1 (interaction). (3) The miRNA is mmu-miR-3113-5p with sequence GUCCUGGCCCUGGUCCGGGUCC. The protein sequence of the target gene is MQQTRTEAVAGAFSRCLGFCGMRLGLLLLARHWCIAGVFPQKFDGDSAYVGMSDGNPELLSTSQTYNGQSENNEDYEIPPITPPNLPEPSLLHLGDHEASYHSLCHGLTPNGLLPAYSYQAMDLPAIMVSNMLAQDSHLLSGQLPTIQEMVHSEVAAYDSGRPGPLLGRPAMLASHMSALSQSQLISQMGIRSSIAHSSPSPPGSKSATPSPSSSTQEEESEVHFKISGEKRPSADPGKKAKNPKKKKKKDPNEPQKPVSAYALFFRDTQAAIKGQNPSATFGDVSKIVASMWDSLGEEQ.... Result: 0 (no interaction). (4) The miRNA is hsa-miR-6768-5p with sequence CACACAGGAAAAGCGGGGCCCUG. The protein sequence of the target gene is MGASDPEVAPWARGGAAGMAGAGAGAGARGGAAAGVEARARDPPPAHRAHPRHPRPAAQPSARRMDGGSGGLGSGDNAPTTEALFVALGAGVTALSHPLLYVKLLIQVGHEPMPPTLGTNVLGRKVLYLPSFFTYAKYIVQVDGKIGLFRGLSPRLMSNALSTVTRGSMKKVFPPDEIEQVSNKDDMKTSLKKVVKETSYEMMMQCVSRMLAHPLHVISMRCMVQFVGREAKYSGVLSSIGKIFKEEGLLGFFVGLIPHLLGDVVFLWGCNLLAHFINAYLVDDSVSDTPGGLGNDQNPG.... Result: 1 (interaction). (5) Result: 0 (no interaction). The miRNA is hsa-miR-532-3p with sequence CCUCCCACACCCAAGGCUUGCA. The protein sequence of the target gene is MPHCGTTNSEINLNSNELISYQKKKSNEDLQKKHDKKCSINLKTSQVPDGGFNNQYTQLTANKIEQYNCNDLDKVCIVPSSRSDGMEASFSELLLSPNKLISQPWQTAEEIENWQNDSFRQRNEMFSCIYTNSMLNQQPCSQQQLLATQLLYARLLRSQLAEREFHSNKFNMVHYSGSKKTMLREDELLSTPSSQDNNNNIKLIKDIENSISCVDPPLFEFSNVHQRAEQKNKQDDKNCYSPKLKSNKEALDGYDLQHTCDFIREQKNILIDIKKKLDNLSDSSGKFRKRLSVRQSHIEV....